This data is from Forward reaction prediction with 1.9M reactions from USPTO patents (1976-2016). The task is: Predict the product of the given reaction. (1) Given the reactants [F:1][C:2]1[CH:3]=[N:4][CH:5]=[CH:6][C:7]=1[C:8]1[CH:9]=[C:10]2[N:22]=[C:21]([NH:23][NH2:24])[NH:20][C:11]2=[N:12][C:13]=1[C:14]1[CH:15]=[N:16][CH:17]=[CH:18][CH:19]=1.[CH3:25][C:26](=O)[CH2:27][C:28](=O)[CH3:29].Cl, predict the reaction product. The product is: [CH3:25][C:26]1[CH:27]=[C:28]([CH3:29])[N:23]([C:21]2[NH:20][C:11]3=[N:12][C:13]([C:14]4[CH:15]=[N:16][CH:17]=[CH:18][CH:19]=4)=[C:8]([C:7]4[CH:6]=[CH:5][N:4]=[CH:3][C:2]=4[F:1])[CH:9]=[C:10]3[N:22]=2)[N:24]=1. (2) Given the reactants [OH-].[Li+].C([O:6][CH:7]([CH2:9][CH2:10][CH2:11][O:12][C:13]1[CH:18]=[CH:17][C:16]([C:19]([O:28][CH2:29][O:30][CH3:31])([C:24]([F:27])([F:26])[F:25])[C:20]([F:23])([F:22])[F:21])=[CH:15][C:14]=1[CH2:32][CH2:33][CH3:34])[CH3:8])(=O)C, predict the reaction product. The product is: [F:21][C:20]([F:22])([F:23])[C:19]([C:16]1[CH:17]=[CH:18][C:13]([O:12][CH2:11][CH2:10][CH2:9][CH:7]([OH:6])[CH3:8])=[C:14]([CH2:32][CH2:33][CH3:34])[CH:15]=1)([O:28][CH2:29][O:30][CH3:31])[C:24]([F:25])([F:27])[F:26]. (3) Given the reactants Cl[CH2:2][CH2:3][CH2:4][CH:5]1[CH2:9][CH2:8][CH:7]([C:10]2[CH:15]=[CH:14][C:13]([F:16])=[CH:12][CH:11]=2)[N:6]1[S:17]([C:20]1[CH:25]=[CH:24][C:23]([CH3:26])=[CH:22][CH:21]=1)(=[O:19])=[O:18].[NH:27]1[CH:31]=[N:30][N:29]=[N:28]1, predict the reaction product. The product is: [F:16][C:13]1[CH:14]=[CH:15][C:10]([CH:7]2[N:6]([S:17]([C:20]3[CH:25]=[CH:24][C:23]([CH3:26])=[CH:22][CH:21]=3)(=[O:19])=[O:18])[CH:5]([CH2:4][CH2:3][CH2:2][N:27]3[CH:31]=[N:30][N:29]=[N:28]3)[CH2:9][CH2:8]2)=[CH:11][CH:12]=1. (4) Given the reactants [F:1][C:2]([F:14])([F:13])[C:3]1[C:4]([C:8]([O:10][CH2:11][CH3:12])=[O:9])=[CH:5][NH:6][CH:7]=1.[O:15]1CCC[CH2:16]1.C=O.[OH-].C([N+](CCCC)(CCCC)CCCC)CCC, predict the reaction product. The product is: [OH:15][CH2:16][N:6]1[CH:7]=[C:3]([C:2]([F:1])([F:13])[F:14])[C:4]([C:8]([O:10][CH2:11][CH3:12])=[O:9])=[CH:5]1. (5) Given the reactants [OH:1][C:2]1[CH:9]=[CH:8][C:5]([CH:6]=[O:7])=[CH:4][C:3]=1[C:10]1[CH:15]=[CH:14][C:13]([O:16][CH3:17])=[CH:12][CH:11]=1.C(=O)([O-])[O-].[K+].[K+].[I-].[K+].[CH2:26](I)[CH3:27], predict the reaction product. The product is: [CH2:26]([O:1][C:2]1[CH:9]=[CH:8][C:5]([CH:6]=[O:7])=[CH:4][C:3]=1[C:10]1[CH:15]=[CH:14][C:13]([O:16][CH3:17])=[CH:12][CH:11]=1)[CH3:27]. (6) Given the reactants [CH:1]1([O:6][CH2:7][C:8](Cl)=[O:9])[CH2:5][CH2:4][CH2:3][CH2:2]1.[Cl:11][C:12]1[CH:17]=[CH:16][C:15]([C:18]2[C:19]([NH2:29])=[N:20][N:21]3[C:26]([CH3:27])=[CH:25][C:24]([CH3:28])=[N:23][C:22]=23)=[CH:14][C:13]=1[CH3:30], predict the reaction product. The product is: [Cl:11][C:12]1[CH:17]=[CH:16][C:15]([C:18]2[C:19]([NH:29][C:8](=[O:9])[CH2:7][O:6][CH:1]3[CH2:5][CH2:4][CH2:3][CH2:2]3)=[N:20][N:21]3[C:26]([CH3:27])=[CH:25][C:24]([CH3:28])=[N:23][C:22]=23)=[CH:14][C:13]=1[CH3:30]. (7) Given the reactants [CH:1]1([N:6]2[CH2:12][C:11]([F:14])([F:13])[C:10](=[O:15])[N:9]([CH3:16])[C:8]3[CH:17]=[N:18][C:19]([NH:21][C:22]4[CH:30]=[CH:29][C:25]([C:26](O)=[O:27])=[CH:24][C:23]=4[O:31][CH3:32])=[N:20][C:7]2=3)[CH2:5][CH2:4][CH2:3][CH2:2]1.F[P-](F)(F)(F)(F)F.CN(C(N(C)C)=[N+]1C2C(=NC=CC=2)[N+]([O-])=N1)C.C(N(C(C)C)C(C)C)C.[N:66]1[CH:71]=[CH:70][CH:69]=[CH:68][C:67]=1[CH2:72][CH2:73][NH2:74], predict the reaction product. The product is: [CH:1]1([N:6]2[CH2:12][C:11]([F:14])([F:13])[C:10](=[O:15])[N:9]([CH3:16])[C:8]3[CH:17]=[N:18][C:19]([NH:21][C:22]4[CH:30]=[CH:29][C:25]([C:26]([NH:74][CH2:73][CH2:72][C:67]5[CH:68]=[CH:69][CH:70]=[CH:71][N:66]=5)=[O:27])=[CH:24][C:23]=4[O:31][CH3:32])=[N:20][C:7]2=3)[CH2:5][CH2:4][CH2:3][CH2:2]1.